This data is from Peptide-MHC class I binding affinity with 185,985 pairs from IEDB/IMGT. The task is: Regression. Given a peptide amino acid sequence and an MHC pseudo amino acid sequence, predict their binding affinity value. This is MHC class I binding data. (1) The peptide sequence is NLAADLTQI. The MHC is HLA-A02:01 with pseudo-sequence HLA-A02:01. The binding affinity (normalized) is 0.692. (2) The peptide sequence is NLPIYSEEIV. The MHC is HLA-A02:02 with pseudo-sequence HLA-A02:02. The binding affinity (normalized) is 0.407.